From a dataset of Full USPTO retrosynthesis dataset with 1.9M reactions from patents (1976-2016). Predict the reactants needed to synthesize the given product. Given the product [C:1]([C:5]1[CH:10]=[CH:9][C:8]([C:11]2[N:12]([C:32]([N:41]3[CH2:40][CH2:39][N:38]([CH2:44][C:45]([N:47]4[CH2:48][CH2:49][CH2:50][CH2:51]4)=[O:46])[CH2:43][CH2:42]3)=[O:33])[C@@:13]([C:25]3[CH:26]=[CH:27][C:28]([Cl:31])=[CH:29][CH:30]=3)([CH3:24])[C@@:14]([C:17]3[CH:22]=[CH:21][C:20]([Cl:23])=[CH:19][CH:18]=3)([CH3:16])[N:15]=2)=[C:7]([O:35][CH2:36][CH3:37])[CH:6]=1)([CH3:2])([CH3:3])[CH3:4], predict the reactants needed to synthesize it. The reactants are: [C:1]([C:5]1[CH:10]=[CH:9][C:8]([C:11]2[N:12]([C:32](Cl)=[O:33])[C@@:13]([C:25]3[CH:30]=[CH:29][C:28]([Cl:31])=[CH:27][CH:26]=3)([CH3:24])[C@@:14]([C:17]3[CH:22]=[CH:21][C:20]([Cl:23])=[CH:19][CH:18]=3)([CH3:16])[N:15]=2)=[C:7]([O:35][CH2:36][CH3:37])[CH:6]=1)([CH3:4])([CH3:3])[CH3:2].[N:38]1([CH2:44][C:45]([N:47]2[CH2:51][CH2:50][CH2:49][CH2:48]2)=[O:46])[CH2:43][CH2:42][NH:41][CH2:40][CH2:39]1.